From a dataset of Full USPTO retrosynthesis dataset with 1.9M reactions from patents (1976-2016). Predict the reactants needed to synthesize the given product. (1) Given the product [Cl:20][C:14]1[CH:15]=[C:16]([Cl:19])[CH:17]=[CH:18][C:13]=1[CH:11]([OH:12])[C:9]1[N:8]([CH2:21][CH2:22][C:23]([O:25][CH3:26])=[O:24])[C:7]2[C:2]([N:1]([CH2:27][CH3:28])[CH2:31][CH3:32])=[CH:3][CH:4]=[CH:5][C:6]=2[N:10]=1, predict the reactants needed to synthesize it. The reactants are: [NH2:1][C:2]1[C:7]2[N:8]([CH2:21][CH2:22][C:23]([O:25][CH3:26])=[O:24])[C:9]([CH:11]([C:13]3[CH:18]=[CH:17][C:16]([Cl:19])=[CH:15][C:14]=3[Cl:20])[OH:12])=[N:10][C:6]=2[CH:5]=[CH:4][CH:3]=1.[C:27](O)(=O)[CH3:28].[CH:31](=O)[CH3:32].C(O[BH3-])(=O)C.[Na+]. (2) Given the product [N:1]1[C:10]2[CH2:9][CH2:8][CH2:7][CH:6]([C:11]([O:13][CH3:14])=[O:12])[C:5]=2[CH:4]=[CH:3][CH:2]=1, predict the reactants needed to synthesize it. The reactants are: [N:1]1[C:10]2[CH:9]=[CH:8][CH:7]=[C:6]([C:11]([O:13][CH3:14])=[O:12])[C:5]=2[CH:4]=[CH:3][CH:2]=1. (3) Given the product [Cl:1][C:2]1[CH:23]=[C:22]([C:24]2[CH2:29][CH2:28][C:27](=[O:30])[NH:26][N:25]=2)[CH:21]=[CH:20][C:3]=1[O:4][CH2:5][CH2:6][C:7]1[CH:8]=[CH:9][C:10]([O:13][CH2:43][CH:42]2[CH2:36][O:37]2)=[CH:11][CH:12]=1, predict the reactants needed to synthesize it. The reactants are: [Cl:1][C:2]1[CH:23]=[C:22]([C:24]2[CH2:29][CH2:28][C:27](=[O:30])[NH:26][N:25]=2)[CH:21]=[CH:20][C:3]=1[O:4][CH2:5][CH2:6][C:7]1[CH:12]=[CH:11][C:10]([O:13]C(=O)C(C)(C)C)=[CH:9][CH:8]=1.[OH-].[Li+].Cl.ClC1C=C(C2CCC(=O)NN=2)[CH:43]=[CH:42][C:36]=1[O:37]CC(O)=O.C(=O)([O-])[O-].[K+].[K+]. (4) Given the product [Cl:1][C:2]1[CH:3]=[C:4]([NH:9][C:10]2[C:19]3[C:14](=[CH:15][CH:16]=[CH:17][C:18]=3[O:20][CH2:21][C@H:22]3[CH2:27][CH2:26][CH2:25][N:24]([C:28]([O:30][C:31]([CH3:34])([CH3:33])[CH3:32])=[O:29])[CH2:23]3)[N:13]=[CH:12][N:11]=2)[CH:5]=[CH:6][C:7]=1[O:8][CH2:37][C:38]1[N:39]=[CH:40][S:41][CH:42]=1, predict the reactants needed to synthesize it. The reactants are: [Cl:1][C:2]1[CH:3]=[C:4]([NH:9][C:10]2[C:19]3[C:14](=[CH:15][CH:16]=[CH:17][C:18]=3[O:20][CH2:21][C@H:22]3[CH2:27][CH2:26][CH2:25][N:24]([C:28]([O:30][C:31]([CH3:34])([CH3:33])[CH3:32])=[O:29])[CH2:23]3)[N:13]=[CH:12][N:11]=2)[CH:5]=[CH:6][C:7]=1[OH:8].Cl.Cl[CH2:37][C:38]1[N:39]=[CH:40][S:41][CH:42]=1. (5) Given the product [Cl:15][C:12]1[CH:13]=[CH:14][C:9]([NH:8][C:6](=[O:7])[C:5]2[CH:22]=[CH:23][C:2]([N:24]3[CH2:30][CH2:29][CH2:28][NH:27][CH2:26][CH2:25]3)=[N:3][CH:4]=2)=[CH:10][C:11]=1[C:16]1[CH:21]=[CH:20][CH:19]=[CH:18][N:17]=1, predict the reactants needed to synthesize it. The reactants are: Cl[C:2]1[CH:23]=[CH:22][C:5]([C:6]([NH:8][C:9]2[CH:14]=[CH:13][C:12]([Cl:15])=[C:11]([C:16]3[CH:21]=[CH:20][CH:19]=[CH:18][N:17]=3)[CH:10]=2)=[O:7])=[CH:4][N:3]=1.[NH:24]1[CH2:30][CH2:29][CH2:28][NH:27][CH2:26][CH2:25]1. (6) Given the product [CH2:13]([C:15]1[S:51][C:18]2[N:19]([CH2:35][C:36]3[CH:41]=[CH:40][C:39]([C:42]4[CH:47]=[CH:46][CH:45]=[CH:44][C:43]=4[C:48]4[NH:3][C:4](=[O:7])[O:5][N:49]=4)=[CH:38][C:37]=3[F:50])[C:20](=[O:34])[N:21]([C:24]3[CH:25]=[CH:26][C:27]([O:30][CH:31]([CH3:33])[CH3:32])=[CH:28][CH:29]=3)[C:22](=[O:23])[C:17]=2[CH:16]=1)[CH3:14], predict the reactants needed to synthesize it. The reactants are: [Cl-].O[NH3+:3].[C:4](=[O:7])([O-])[OH:5].[Na+].CS(C)=O.[CH2:13]([C:15]1[S:51][C:18]2[N:19]([CH2:35][C:36]3[CH:41]=[CH:40][C:39]([C:42]4[C:43]([C:48]#[N:49])=[CH:44][CH:45]=[CH:46][CH:47]=4)=[CH:38][C:37]=3[F:50])[C:20](=[O:34])[N:21]([C:24]3[CH:29]=[CH:28][C:27]([O:30][CH:31]([CH3:33])[CH3:32])=[CH:26][CH:25]=3)[C:22](=[O:23])[C:17]=2[CH:16]=1)[CH3:14]. (7) Given the product [OH:33][CH2:32][CH2:31][CH2:30][CH2:29][CH2:28][CH2:27][N:26]1[C:23](=[O:25])[CH2:24][CH:19]([CH2:1][CH2:2][CH2:3][CH2:4][CH2:5][CH2:6][CH2:7][CH2:8][CH2:9][CH2:10][CH2:11][CH2:12][CH2:13][CH2:14][CH2:15][CH2:16][CH2:17][CH3:18])[C:20]1=[O:22], predict the reactants needed to synthesize it. The reactants are: [CH2:1]([CH:19]1[CH2:24][C:23](=[O:25])[O:22][C:20]1=O)[CH2:2][CH2:3][CH2:4][CH2:5][CH2:6][CH2:7][CH2:8][CH2:9][CH2:10][CH2:11][CH2:12][CH2:13][CH2:14][CH2:15][CH2:16][CH2:17][CH3:18].[NH2:26][CH2:27][CH2:28][CH2:29][CH2:30][CH2:31][CH2:32][OH:33].